Regression. Given a peptide amino acid sequence and an MHC pseudo amino acid sequence, predict their binding affinity value. This is MHC class I binding data. From a dataset of Peptide-MHC class I binding affinity with 185,985 pairs from IEDB/IMGT. The binding affinity (normalized) is 0.0847. The MHC is HLA-B07:02 with pseudo-sequence HLA-B07:02. The peptide sequence is VQQESSFVM.